From a dataset of Reaction yield outcomes from USPTO patents with 853,638 reactions. Predict the reaction yield, written as a fraction of the theoretical maximum amount of product (1.0 means a 100% yield; for example, 0.34 means a 34% yield). The yield is 0.170. No catalyst specified. The product is [CH3:1][O:2][C:3]1[C:12]2[C:7](=[C:8]([NH:13][S:20]([C:14]3[CH:19]=[CH:18][CH:17]=[CH:16][CH:15]=3)(=[O:22])=[O:21])[CH:9]=[CH:10][CH:11]=2)[N:6]=[CH:5][CH:4]=1. The reactants are [CH3:1][O:2][C:3]1[C:12]2[C:7](=[C:8]([NH2:13])[CH:9]=[CH:10][CH:11]=2)[N:6]=[CH:5][CH:4]=1.[C:14]1([S:20](Cl)(=[O:22])=[O:21])[CH:19]=[CH:18][CH:17]=[CH:16][CH:15]=1.